Dataset: Experimentally validated miRNA-target interactions with 360,000+ pairs, plus equal number of negative samples. Task: Binary Classification. Given a miRNA mature sequence and a target amino acid sequence, predict their likelihood of interaction. (1) The miRNA is cel-miR-71-5p with sequence UGAAAGACAUGGGUAGUGAGACG. The protein sequence of the target gene is MAFTRKRQREQQLQLYSKERFSLLLLNLEEYYFEQHTAFHVQHQGSQEERKIRGSLKICSKSVIFEPDAISQPILKIPLRDCLKIGKHGENGANKHFAKAKSWGISLIFSQIYFIKEHNIVAPYKIERGKMEYVFELEVSGKVEDVVETLLQLHRASCLDKLGDQMAMITAILQSRLARTSFDKNRFQSVSEKLHMECKAEMVTPLVTNPGHVCITDTSLYFQPLNGYPKPVVQITLQDVRRIYKRRHGLMPLGLEVFCTDDDLCSDIYLKFYEPQDRDDLYFYIATYLEHHAAEHTAES.... Result: 0 (no interaction). (2) The miRNA is hsa-miR-5702 with sequence UGAGUCAGCAACAUAUCCCAUG. The protein sequence of the target gene is MGGAVSAGEDNDELIDNLKEAQYIRTDLVEQAFRAIDRADYYLEEFKENAYKDLAWKHGNIHLSAPCIYSEVMEALDLQPGLSFLNLGSGTGYLSSMVGLILGPFGVNHGVELHSDVTEYAKQKLDVFIRTSDSFDKFDFCEPSFVTGNCLEIAPDCCQYDRVYCGAGVQKEHEEYMKNLLKVGGILVMPLEEKLTKITRTGPSAWETKKILAVSFAPLVQPCRSESGQSRLVQLPPPAVRSLQDLARLAIRGSIKRAMRQEATRGGGLKNTPMFKRRRVRRRRMETIVFLDKEVFASRI.... Result: 0 (no interaction). (3) The miRNA is hsa-miR-15a-5p with sequence UAGCAGCACAUAAUGGUUUGUG. The protein sequence of the target gene is MSVPGTPGAMEPAGEEERPPPAAEGEDDEEEVAAAAQTSGPAHGRSASSLEDADDQEEEMEAMVIGGGCCKEQELTYELQQGYRILGEFLQEKHRGLTAPFLQPLGGVATAEEEVAEGPRSGGRGGRAFPQQPGQGMCLLQMEEKFASGQYGGITEFVADFRLMLETCYRLHGVDHWISKQGQKLEMMLEQKLALLSRHLREKTTIAVTSRGYYGLEDEKGTACTSTRRRSTPRSLAGLTSGVFESIMVQVLRQEEQLRAKEEKRLREQERKEAEEASQKEIEEWERKLLAQAAPTCMET.... Result: 0 (no interaction). (4) The miRNA is hsa-miR-4468 with sequence AGAGCAGAAGGAUGAGAU. The protein sequence of the target gene is MKMASQRFCLRWNNHQSNLLSVFDQLLHAETFTDVTLAVEGQHLKAHKMVLSACSPYFNTLFVSHPEKHPIVILKDVPYSDMKSLLDFMYRGEVSVDQERLTAFLRVAESLRIKGLTEVNDDKPSPAAAAAGAGATGSESTATTPQLQRIQPYLVPQRNRSQAGGLLASAANAGNTPTLPVQPSLLSSALMPKRKRGRPRKLSGSSNGTGNDYDDFDRENMMNDSSDLGNGKMCNESYSGNDDGSDDNQPNAGHTDDLNESRDSLPSKRSKNSKDHRVVSHHEDNSTSVTPTKATPELSQ.... Result: 0 (no interaction). (5) The miRNA is mmu-miR-9-5p with sequence UCUUUGGUUAUCUAGCUGUAUGA. The protein sequence of the target gene is MERPAPLAVLPFSDPAHALSLLRGLSQLRAERKFLDVTLEAAGGRDFPAHRAVLAAASPYFRAMFAGQLRESRAERVRLHGVPPDMLQLLLDFSYTGRVAVSGDNAEPLLRAADLLQFPAVKEACGAFLQQQLDLANCLDMQDFAEAFSCSGLASAAQRFILRHVGELGAEQLERLPLARLLRYLRDDGLCVPKEEAAYQLALRWVRADPPRRAPHWPQLLEAVRLPFVRRFYLLAHVEAEPLVARCPPCLRLLREARDFQAARYDRHDRGPCPRMRPRPSTGLAEILVLVGGCDQDCDE.... Result: 1 (interaction). (6) The protein sequence of the target gene is MPLLTQYNEEEYEQYCLVASLDNVRNLSTVLKAIHFREHATCFATKNGIKVTVENAKCVQANAFIQADVFQEFVIQEESVTFRINLTILLDCLSIFGSSPTPGTLTALRMCYQGYGHPLMLFLEEGGVVTVCKITTQEPEETLDFDFCSTNVMNKIILQSEGLREAFSELDMTGDVLQITVSPDKPYFRLSTFGNAGNSHLDYPKDSDLVEAFHCDKTQVNRYKLSLLKPSTKALALSCKVSIRTDNRGFLSLQYMIRNEDGQICFVEYYCCPDEEVPES. Result: 1 (interaction). The miRNA is mmu-miR-1195 with sequence UGAGUUCGAGGCCAGCCUGCUCA. (7) The miRNA is hsa-miR-19b-3p with sequence UGUGCAAAUCCAUGCAAAACUGA. The protein sequence of the target gene is MEPAAALHFSLPASLLLLLLLLLLSLCALVSAQFTVVGPANPILAMVGENTTLRCHLSPEKNAEDMEVRWFRSQFSPAVFVYKGGRERTEEQMEEYRGRITFVSKDINRGSVALVIHNVTAQENGIYRCYFQEGRSYDEAILRLVVAGLGSKPLIEIKAQEDGSIWLECISGGWYPEPLTVWRDPYGEVVPALKEVSIADADGLFMVTTAVIIRDKYVRNVSCSVNNTLLGQEKETVIFIPESFMPSASPWMVALAVILTASPWMVSMTVILAVFIIFMAVSICCIKKLQREKKILSGEK.... Result: 1 (interaction). (8) The miRNA is hsa-miR-5010-3p with sequence UUUUGUGUCUCCCAUUCCCCAG. The protein sequence of the target gene is MEHYRKAGSVELPAPSPMPQLPPDTLEMRVRDGSKIRNLLGLALGRLEGGSARHVVFSGSGRAAGKAVSCAEIVKRRVPGLHQLTKLRFLQTEDSWVPASPDTGLDPLTVRRHVPAVWVLLSRDPLDPNECGYQPPGAPPGLGSMPSSSCGPRSRRRARDTRS. Result: 1 (interaction). (9) The miRNA is rno-let-7c-5p with sequence UGAGGUAGUAGGUUGUAUGGUU. The protein sequence of the target gene is MLPYTVNFKVSARTLTGALNAHNKAAVDWGWQGLIAYGCHSLVVVIDSITAQTLQVLEKHKADVVKVKWARENYHHNIGSPYCLRLASADVNGKIIVWDVAAGVAQCEIQEHAKPIQDVQWLWNQDASRDLLLAIHPPNYIVLWNADTGTKLWKKSYADNILSFSFDPFDPSHLTLLTSEGIVFISDFSPSKPPSGPGKKVYISSPHSSPAHNKLATATGAKKALNKVKILITQEKPSAEFITLNDCLQLAYLPSKRNHMLLLYPREILILDLEVNQTVGVIAIERTGVPFLQVIPCFQR.... Result: 0 (no interaction).